From a dataset of Full USPTO retrosynthesis dataset with 1.9M reactions from patents (1976-2016). Predict the reactants needed to synthesize the given product. (1) The reactants are: [NH2:1][C:2]1[CH:10]=[CH:9][C:5]2[N:6]=[CH:7][S:8][C:4]=2[CH:3]=1.N1C=CC=CC=1.Cl[C:18]([O:20][CH2:21][C:22]([Cl:25])([Cl:24])[Cl:23])=[O:19].O. Given the product [S:8]1[C:4]2[CH:3]=[C:2]([NH:1][C:18](=[O:19])[O:20][CH2:21][C:22]([Cl:25])([Cl:24])[Cl:23])[CH:10]=[CH:9][C:5]=2[N:6]=[CH:7]1, predict the reactants needed to synthesize it. (2) Given the product [ClH:40].[NH2:8][C@@H:9]1[CH2:14][CH2:13][CH2:12][N:11]([C:15]2[N:16]([CH2:33][C:34]3[CH:39]=[CH:38][CH:37]=[CH:36][C:35]=3[Cl:40])[C:17]3[C:22](=[O:23])[N:21]([CH3:24])[C:20]4=[C:25]([C:28]([O:30][CH3:31])=[O:29])[NH:26][N:27]=[C:19]4[C:18]=3[N:32]=2)[CH2:10]1, predict the reactants needed to synthesize it. The reactants are: C(OC([NH:8][C@@H:9]1[CH2:14][CH2:13][CH2:12][N:11]([C:15]2[N:16]([CH2:33][C:34]3[CH:39]=[CH:38][CH:37]=[CH:36][C:35]=3[Cl:40])[C:17]3[C:22](=[O:23])[N:21]([CH3:24])[C:20]4=[C:25]([C:28]([O:30][CH3:31])=[O:29])[NH:26][N:27]=[C:19]4[C:18]=3[N:32]=2)[CH2:10]1)=O)(C)(C)C. (3) The reactants are: C([O:3][C:4]([C:6]1[CH:7]=[N:8][N:9]2[C:14]([C:15]3[CH:20]=[CH:19][CH:18]=[C:17]([NH:21][C:22](=[O:33])[C:23]4[CH:28]=[CH:27][CH:26]=[C:25]([C:29]([F:32])([F:31])[F:30])[CH:24]=4)[CH:16]=3)=[CH:13][CH:12]=[N:11][C:10]=12)=O)C.O.[NH2:35][NH2:36]. Given the product [NH:35]([C:4]([C:6]1[CH:7]=[N:8][N:9]2[C:14]([C:15]3[CH:16]=[C:17]([NH:21][C:22](=[O:33])[C:23]4[CH:28]=[CH:27][CH:26]=[C:25]([C:29]([F:30])([F:31])[F:32])[CH:24]=4)[CH:18]=[CH:19][CH:20]=3)=[CH:13][CH:12]=[N:11][C:10]=12)=[O:3])[NH2:36], predict the reactants needed to synthesize it. (4) Given the product [CH:34]1([CH2:33][N:11]2[C:10]([N:6]3[CH2:5][C@H:4]([CH3:8])[NH:3][C@H:2]([CH3:1])[CH2:7]3)=[N:18][C:17]3[C:12]2=[N:13][C:14]([C:25]2[C:26]([CH3:32])=[N:27][C:28]([NH2:31])=[N:29][CH:30]=2)=[N:15][C:16]=3[N:19]2[CH2:24][CH2:23][O:22][CH2:21][CH2:20]2)[CH2:35][CH2:36]1, predict the reactants needed to synthesize it. The reactants are: [CH3:1][C@H:2]1[CH2:7][NH:6][CH2:5][C@@H:4]([CH3:8])[NH:3]1.Cl[C:10]1[N:11]([CH2:33][CH:34]2[CH2:36][CH2:35]2)[C:12]2[C:17]([N:18]=1)=[C:16]([N:19]1[CH2:24][CH2:23][O:22][CH2:21][CH2:20]1)[N:15]=[C:14]([C:25]1[C:26]([CH3:32])=[N:27][C:28]([NH2:31])=[N:29][CH:30]=1)[N:13]=2.